Dataset: Full USPTO retrosynthesis dataset with 1.9M reactions from patents (1976-2016). Task: Predict the reactants needed to synthesize the given product. (1) Given the product [CH3:35][O:34][C:31]1[CH:32]=[C:33]2[C:28](=[CH:29][C:30]=1[O:36][CH3:37])[N:27]=[CH:26][CH:25]=[C:24]2[O:1][C:2]1[CH:7]=[CH:6][C:5]([CH3:8])=[CH:4][C:3]=1[C:9](=[O:22])[CH2:10][CH2:11][CH2:12][CH2:13][CH2:14][CH2:15][CH2:16][CH2:17][C:18]([O:20][CH3:21])=[O:19], predict the reactants needed to synthesize it. The reactants are: [OH:1][C:2]1[CH:7]=[CH:6][C:5]([CH3:8])=[CH:4][C:3]=1[C:9](=[O:22])[CH2:10][CH2:11][CH2:12][CH2:13][CH2:14][CH2:15][CH2:16][CH2:17][C:18]([O:20][CH3:21])=[O:19].Cl[C:24]1[C:33]2[C:28](=[CH:29][C:30]([O:36][CH3:37])=[C:31]([O:34][CH3:35])[CH:32]=2)[N:27]=[CH:26][CH:25]=1. (2) Given the product [CH3:6][C:7]1[CH:8]=[C:9]2[C:15](=[CH:14][CH:13]=[CH:12][CH:11]=[CH:10]2)[C:16]=1[CH:19]=[O:20], predict the reactants needed to synthesize it. The reactants are: O=P(Cl)(Cl)Cl.[CH3:6][C:7]1[CH:16]=[C:15]2[C:9](=[CH:10][CH:11]=[CH:12][CH:13]=[CH:14]2)[CH:8]=1.CN(C)[CH:19]=[O:20]. (3) Given the product [OH:21][B:9]1[C@@H:8]([NH:7][C:5]([CH:3]2[CH2:4][N:1]([C:23]3[N:28]=[CH:27][CH:26]=[CH:25][N:24]=3)[CH2:2]2)=[O:6])[CH2:13][C:12]2[CH:14]=[CH:15][CH:16]=[C:17]([C:18]([OH:20])=[O:19])[C:11]=2[O:10]1, predict the reactants needed to synthesize it. The reactants are: [NH:1]1[CH2:4][CH:3]([C:5]([NH:7][C@H:8]2[CH2:13][C:12]3[CH:14]=[CH:15][CH:16]=[C:17]([C:18]([OH:20])=[O:19])[C:11]=3[O:10][B:9]2[OH:21])=[O:6])[CH2:2]1.Cl[C:23]1[N:28]=[CH:27][CH:26]=[CH:25][N:24]=1. (4) Given the product [Br:16][CH2:15][CH2:14][CH2:13][N:8]1[C:7]2[C:17]3[CH:18]=[CH:19][C:20]([O:25][CH3:26])=[CH:21][C:22]=3[C:23](=[O:24])[C:6]=2[C:5]2[C:10](=[CH:11][C:2]([I:32])=[CH:3][CH:4]=2)[C:9]1=[O:12], predict the reactants needed to synthesize it. The reactants are: N[C:2]1[CH:11]=[C:10]2[C:5]([C:6]3[C:23](=[O:24])[C:22]4[CH:21]=[C:20]([O:25][CH3:26])[CH:19]=[CH:18][C:17]=4[C:7]=3[N:8]([CH2:13][CH2:14][CH2:15][Br:16])[C:9]2=[O:12])=[CH:4][CH:3]=1.Cl.N([O-])=O.[Na+].[I-:32].[K+].